From a dataset of hERG potassium channel inhibition data for cardiac toxicity prediction from Karim et al.. Regression/Classification. Given a drug SMILES string, predict its toxicity properties. Task type varies by dataset: regression for continuous values (e.g., LD50, hERG inhibition percentage) or binary classification for toxic/non-toxic outcomes (e.g., AMES mutagenicity, cardiotoxicity, hepatotoxicity). Dataset: herg_karim. (1) The compound is CS(=O)(=O)c1cccc(C(=O)N2CCN(c3ccc(OC4CCN(C5CCCC5)CC4)cc3)C(=O)C2)c1. The result is 0 (non-blocker). (2) The molecule is N#Cc1ccc(OCCN2CC3CN(CCNS(=O)(=O)Cc4ccccc4)CC(C2)O3)cc1. The result is 0 (non-blocker).